This data is from Full USPTO retrosynthesis dataset with 1.9M reactions from patents (1976-2016). The task is: Predict the reactants needed to synthesize the given product. (1) Given the product [CH2:9]([O:8][C:6](=[O:7])[C:5]([NH:11][C:12](=[O:20])[C:13]1[CH:18]=[CH:17][CH:16]=[C:15]([I:19])[CH:14]=1)([CH2:29][Si:30]([CH3:33])([CH3:32])[CH3:31])[C:4]([O:3][CH2:1][CH3:2])=[O:21])[CH3:10], predict the reactants needed to synthesize it. The reactants are: [CH2:1]([O:3][C:4](=[O:21])[CH:5]([NH:11][C:12](=[O:20])[C:13]1[CH:18]=[CH:17][CH:16]=[C:15]([I:19])[CH:14]=1)[C:6]([O:8][CH2:9][CH3:10])=[O:7])[CH3:2].C(=O)([O-])[O-].[Cs+].[Cs+].I[CH2:29][Si:30]([CH3:33])([CH3:32])[CH3:31]. (2) The reactants are: [N+:1]([C:4]1[S:8][C:7]([CH:9]=[O:10])=[CH:6][C:5]=1[C:11]1[CH:15]=[CH:14][NH:13][N:12]=1)([O-])=O.S(S([O-])=O)([O-])=O.[Na+].[Na+].CCO. Given the product [NH2:1][C:4]1[S:8][C:7]([CH:9]=[O:10])=[CH:6][C:5]=1[C:11]1[CH:15]=[CH:14][NH:13][N:12]=1, predict the reactants needed to synthesize it.